The task is: Predict which catalyst facilitates the given reaction.. This data is from Catalyst prediction with 721,799 reactions and 888 catalyst types from USPTO. (1) Reactant: [OH:1][C:2]([C:43]1[S:44][CH:45]=[CH:46][CH:47]=1)([C:38]1[S:39][CH:40]=[CH:41][CH:42]=1)[C:3]([O:5][C@H:6]1[CH2:11][CH2:10][C@H:9]([N:12]([CH2:14][CH2:15][CH2:16][C:17]([NH:19][C:20]2[CH:25]=[C:24]([O:26][CH3:27])[C:23]([CH2:28][O:29][Si](C(C)(C)C)(C)C)=[CH:22][C:21]=2[Cl:37])=[O:18])[CH3:13])[CH2:8][CH2:7]1)=[O:4].F.F.F.C(N(CC)CC)C. Product: [OH:1][C:2]([C:38]1[S:39][CH:40]=[CH:41][CH:42]=1)([C:43]1[S:44][CH:45]=[CH:46][CH:47]=1)[C:3]([O:5][C@H:6]1[CH2:7][CH2:8][C@H:9]([N:12]([CH2:14][CH2:15][CH2:16][C:17]([NH:19][C:20]2[CH:25]=[C:24]([O:26][CH3:27])[C:23]([CH2:28][OH:29])=[CH:22][C:21]=2[Cl:37])=[O:18])[CH3:13])[CH2:10][CH2:11]1)=[O:4]. The catalyst class is: 7. (2) Reactant: [O:1]=[C:2]1[NH:7][C:6](=[O:8])[CH:5]=[C:4]([O:9][CH2:10][CH2:11][CH3:12])[N:3]1[CH2:13][C:14]1[CH:19]=[CH:18][C:17]([C:20]2[C:21]([C:26]#[N:27])=[CH:22][CH:23]=[CH:24][CH:25]=2)=[CH:16][CH:15]=1.Br[CH2:29][C:30](=[O:35])[C:31]([CH3:34])([CH3:33])[CH3:32].CN(C)C=O.[H-].[Na+]. Product: [CH3:32][C:31]([CH3:34])([CH3:33])[C:30](=[O:35])[CH2:29][N:7]1[C:6](=[O:8])[CH:5]=[C:4]([O:9][CH2:10][CH2:11][CH3:12])[N:3]([CH2:13][C:14]2[CH:19]=[CH:18][C:17]([C:20]3[C:21]([C:26]#[N:27])=[CH:22][CH:23]=[CH:24][CH:25]=3)=[CH:16][CH:15]=2)[C:2]1=[O:1]. The catalyst class is: 13. (3) Reactant: [CH3:1][N:2]1[C:6]([NH2:7])=[N:5][N:4]=[N:3]1.[H-].[Na+].[F:10][C:11]([F:48])([F:47])[O:12][C:13]1[CH:18]=[CH:17][C:16]([C:19]2[CH:24]=[CH:23][CH:22]=[C:21]([C@H:25]3[CH2:29][C:28]4([CH2:34][CH2:33][N:32]([C:35](OC5C=CC([N+]([O-])=O)=CC=5)=[O:36])[CH2:31][CH2:30]4)[O:27][CH2:26]3)[CH:20]=2)=[CH:15][CH:14]=1.CN1C(N)=NN=N1.[Na]. Product: [CH3:1][N:2]1[C:6]([NH:7][C:35]([N:32]2[CH2:31][CH2:30][C:28]3([O:27][CH2:26][C@@H:25]([C:21]4[CH:20]=[C:19]([C:16]5[CH:17]=[CH:18][C:13]([O:12][C:11]([F:10])([F:47])[F:48])=[CH:14][CH:15]=5)[CH:24]=[CH:23][CH:22]=4)[CH2:29]3)[CH2:34][CH2:33]2)=[O:36])=[N:5][N:4]=[N:3]1. The catalyst class is: 566. (4) Reactant: [CH2:1]([C:5]1[CH:10]=[CH:9][C:8]([C:11]#[C:12][C:13]2[CH:33]=[CH:32][C:16]([CH2:17][NH:18][CH2:19][C:20]3[CH:31]=[CH:30][C:23]([O:24][CH2:25][C:26]([O:28][CH3:29])=[O:27])=[CH:22][CH:21]=3)=[CH:15][CH:14]=2)=[CH:7][CH:6]=1)[CH2:2][CH2:3][CH3:4].[C:34]([C:38]1[CH:43]=[CH:42][C:41]([N:44]=[C:45]=[O:46])=[CH:40][CH:39]=1)([CH3:37])([CH3:36])[CH3:35].N1CCOCC1.C(O)C(N)(CO)CO. Product: [C:34]([C:38]1[CH:43]=[CH:42][C:41]([NH:44][C:45]([N:18]([CH2:19][C:20]2[CH:21]=[CH:22][C:23]([O:24][CH2:25][C:26]([O:28][CH3:29])=[O:27])=[CH:30][CH:31]=2)[CH2:17][C:16]2[CH:15]=[CH:14][C:13]([C:12]#[C:11][C:8]3[CH:7]=[CH:6][C:5]([CH2:1][CH2:2][CH2:3][CH3:4])=[CH:10][CH:9]=3)=[CH:33][CH:32]=2)=[O:46])=[CH:40][CH:39]=1)([CH3:37])([CH3:35])[CH3:36]. The catalyst class is: 2. (5) Reactant: [F:1][C:2]1[C:19]([F:20])=[CH:18][CH:17]=[CH:16][C:3]=1[CH2:4][C:5]1[C:6](=[O:15])[NH:7][C:8]([CH2:12][CH2:13][CH3:14])=[N:9][C:10]=1[CH3:11].Br[CH2:22][C:23]1[CH:28]=[CH:27][C:26]([C:29]2[CH:34]=[CH:33][CH:32]=[CH:31][C:30]=2[C:35]2[N:39]=[C:38](C(Cl)(Cl)Cl)[O:37][N:36]=2)=[CH:25][CH:24]=1.C(=O)([O-])[O-:45].[Cs+].[Cs+]. Product: [F:1][C:2]1[C:19]([F:20])=[CH:18][CH:17]=[CH:16][C:3]=1[CH2:4][C:5]1[C:6](=[O:15])[N:7]([CH2:22][C:23]2[CH:28]=[CH:27][C:26]([C:29]3[CH:34]=[CH:33][CH:32]=[CH:31][C:30]=3[C:35]3[NH:39][C:38](=[O:45])[O:37][N:36]=3)=[CH:25][CH:24]=2)[C:8]([CH2:12][CH2:13][CH3:14])=[N:9][C:10]=1[CH3:11]. The catalyst class is: 42. (6) Reactant: [CH2:1]([C@@H:3]1[C:7]2[N:8](S(C3C=CC(C)=CC=3)(=O)=O)[CH:9]=[CH:10][C:6]=2[C:5](=[O:21])[NH:4]1)[CH3:2].C(=O)([O-])[O-].[K+].[K+]. Product: [CH2:1]([C@@H:3]1[C:7]2[NH:8][CH:9]=[CH:10][C:6]=2[C:5](=[O:21])[NH:4]1)[CH3:2]. The catalyst class is: 5. (7) Reactant: FC(F)(F)S(O[C:7]1[CH:8]=[C:9]([C:19]([O:21][CH3:22])=[O:20])[CH:10]=[C:11]([C:13]2[CH:18]=[CH:17][CH:16]=[CH:15][CH:14]=2)[CH:12]=1)(=O)=O.[CH3:25][N:26](C=O)C. Product: [C:25]([C:7]1[CH:8]=[C:9]([C:19]([O:21][CH3:22])=[O:20])[CH:10]=[C:11]([C:13]2[CH:18]=[CH:17][CH:16]=[CH:15][CH:14]=2)[CH:12]=1)#[N:26]. The catalyst class is: 267. (8) Reactant: [CH2:1]=[O:2].[Cl-].[Mg+2].[Cl-].[Cl:6][C:7]1[CH:12]=[CH:11][C:10]([CH3:13])=[CH:9][C:8]=1[OH:14].Cl. Product: [Cl:6][C:7]1[C:8]([OH:14])=[C:9]([C:10]([CH3:13])=[CH:11][CH:12]=1)[CH:1]=[O:2]. The catalyst class is: 556.